This data is from Full USPTO retrosynthesis dataset with 1.9M reactions from patents (1976-2016). The task is: Predict the reactants needed to synthesize the given product. Given the product [CH3:1][O:2][C:3]1[CH:4]=[C:5]([CH:9]=[CH:10][CH:11]=1)[CH2:6][CH2:7][NH:8][C:22](=[O:23])[CH2:21][CH2:20][NH:19][C:17](=[O:18])[O:16][C:12]([CH3:13])([CH3:14])[CH3:15], predict the reactants needed to synthesize it. The reactants are: [CH3:1][O:2][C:3]1[CH:4]=[C:5]([CH:9]=[CH:10][CH:11]=1)[CH2:6][CH2:7][NH2:8].[C:12]([O:16][C:17]([NH:19][CH2:20][CH2:21][C:22](O)=[O:23])=[O:18])([CH3:15])([CH3:14])[CH3:13].OC1C2N=NNC=2C=CC=1.C(N(CC)CC)C.C(N=C=NCCCN(C)C)C.